Dataset: Peptide-MHC class I binding affinity with 185,985 pairs from IEDB/IMGT. Task: Regression. Given a peptide amino acid sequence and an MHC pseudo amino acid sequence, predict their binding affinity value. This is MHC class I binding data. (1) The peptide sequence is EPGPVTAQV. The MHC is HLA-B53:01 with pseudo-sequence HLA-B53:01. The binding affinity (normalized) is 0.0641. (2) The peptide sequence is TSNWTGNYF. The MHC is HLA-A32:01 with pseudo-sequence HLA-A32:01. The binding affinity (normalized) is 0.136. (3) The peptide sequence is HRILDIYL. The MHC is Mamu-A07 with pseudo-sequence Mamu-A07. The binding affinity (normalized) is 0.175. (4) The peptide sequence is TVANNPDDK. The MHC is HLA-A69:01 with pseudo-sequence HLA-A69:01. The binding affinity (normalized) is 0.0847. (5) The peptide sequence is AGSKYIHCF. The MHC is HLA-A26:01 with pseudo-sequence HLA-A26:01. The binding affinity (normalized) is 0. (6) The peptide sequence is VVFEDGLPR. The MHC is HLA-B57:01 with pseudo-sequence HLA-B57:01. The binding affinity (normalized) is 0.0847.